Predict the reactants needed to synthesize the given product. From a dataset of Full USPTO retrosynthesis dataset with 1.9M reactions from patents (1976-2016). Given the product [C:1]1([C:7]2[CH:8]=[C:9]([C:16]3[O:20][N:19]=[C:18]([C:21]4[CH:22]=[C:23]5[C:27](=[CH:28][CH:29]=4)[N:26]([CH2:30][CH2:31][C:32]([OH:34])=[O:33])[CH:25]=[CH:24]5)[N:17]=3)[S:10][C:11]=2[C:12]([F:14])([F:15])[F:13])[CH:6]=[CH:5][CH:4]=[CH:3][CH:2]=1, predict the reactants needed to synthesize it. The reactants are: [C:1]1([C:7]2[CH:8]=[C:9]([C:16]3[O:20][N:19]=[C:18]([C:21]4[CH:22]=[C:23]5[C:27](=[CH:28][CH:29]=4)[N:26]([CH2:30][CH2:31][C:32]([O:34]CC)=[O:33])[CH:25]=[CH:24]5)[N:17]=3)[S:10][C:11]=2[C:12]([F:15])([F:14])[F:13])[CH:6]=[CH:5][CH:4]=[CH:3][CH:2]=1.CO.